Task: Predict hERG channel inhibition at various concentrations.. Dataset: hERG Central: cardiac toxicity at 1µM, 10µM, and general inhibition (1) The molecule is CN1CCc2nc3sc(C#N)c(N)c3c(-c3cccs3)c2C1. Results: hERG_inhib (hERG inhibition (general)): blocker. (2) The molecule is CCN1/C(=C/c2cc[n+](C)cc2)C=Cc2cc(C)ccc21.[I-]. Results: hERG_inhib (hERG inhibition (general)): blocker.